From a dataset of Forward reaction prediction with 1.9M reactions from USPTO patents (1976-2016). Predict the product of the given reaction. (1) The product is: [OH:8][CH2:9][CH:10]1[CH2:14][O:13][C:12](=[O:15])[N:11]1[CH2:16][CH2:17][CH2:18][CH2:19][CH2:20][CH2:21][C:22]([O:24][CH2:25][CH3:26])=[O:23]. Given the reactants C(OC([O:8][CH2:9][CH:10]1[CH2:14][O:13][C:12](=[O:15])[N:11]1[CH2:16][CH2:17][CH2:18][CH2:19][CH2:20][CH2:21][C:22]([O:24][CH2:25][CH3:26])=[O:23])=O)(C)(C)C, predict the reaction product. (2) The product is: [NH2:1][C:2]1[C:10]([OH:11])=[CH:9][C:8]([Cl:13])=[CH:7][C:3]=1[C:4]([OH:6])=[O:5]. Given the reactants [NH2:1][C:2]1[C:10]([O:11]C)=[CH:9][C:8]([Cl:13])=[CH:7][C:3]=1[C:4]([O-:6])=[O:5].Br.C([O-])([O-])=O.[Na+].[Na+], predict the reaction product. (3) Given the reactants [C:1]1([C:7]2[C:11]([C:12]3[CH:17]=[CH:16][CH:15]=[CH:14][CH:13]=3)=[CH:10][O:9][C:8]=2[C:18]([NH:20][NH2:21])=[O:19])[CH:6]=[CH:5][CH:4]=[CH:3][CH:2]=1.C([O:25][CH2:26][CH3:27])(=O)C, predict the reaction product. The product is: [C:18]([C:8]1[CH:7]=[C:11]([CH:12]=[CH:27][C:26]=1[OH:25])[C:10]([NH:21][NH:20][C:18]([C:8]1[O:9][CH:10]=[C:11]([C:12]2[CH:17]=[CH:16][CH:15]=[CH:14][CH:13]=2)[C:7]=1[C:1]1[CH:2]=[CH:3][CH:4]=[CH:5][CH:6]=1)=[O:19])=[O:9])#[N:20].